This data is from Full USPTO retrosynthesis dataset with 1.9M reactions from patents (1976-2016). The task is: Predict the reactants needed to synthesize the given product. (1) Given the product [ClH:18].[CH:10]12[CH2:11][C:12]1([C:15]([O:17][CH3:19])=[O:16])[CH2:13][CH2:14][NH:8][CH2:9]2, predict the reactants needed to synthesize it. The reactants are: C(OC([N:8]1[CH2:14][CH2:13][C:12]2([C:15]([OH:17])=[O:16])[CH:10]([CH2:11]2)[CH2:9]1)=O)(C)(C)C.[ClH:18].[CH3:19]O. (2) Given the product [C:8]([O:7][C:6]([NH:5][CH:3]([C:2]1[C:13]([C:14]2[CH:19]=[CH:18][CH:17]=[CH:16][N:15]=2)=[C:21]([C:22]([OH:24])=[O:23])[C:27]2[C:28](=[N:29][CH:30]=[CH:31][CH:32]=2)[N:33]=1)[CH3:4])=[O:12])([CH3:11])([CH3:10])[CH3:9], predict the reactants needed to synthesize it. The reactants are: O=[C:2]([CH2:13][C:14]1[CH:19]=[CH:18][CH:17]=[CH:16][N:15]=1)[C@@H:3]([NH:5][C:6](=[O:12])[O:7][C:8]([CH3:11])([CH3:10])[CH3:9])[CH3:4].O=[C:21]([C:27]1[C:28]([NH:33]C(=O)C(C)(C)C)=[N:29][CH:30]=[CH:31][CH:32]=1)[C:22]([O:24]CC)=[O:23].[OH-].[K+]. (3) Given the product [Cl:1][C:2]1[CH:3]=[C:4]([NH:5][C:38]2[C:39]3[N:31]([CH2:30][CH2:29][NH:28][C:27](=[O:26])[CH2:49][S:50]([CH3:53])(=[O:52])=[O:51])[CH:32]=[CH:33][C:34]=3[N:35]=[CH:36][N:37]=2)[CH:6]=[CH:7][C:8]=1[O:9][C:10]1[CH:15]=[CH:14][CH:13]=[C:12]([O:16][CH2:17][CH2:18][CH:19]([CH3:21])[CH3:20])[CH:11]=1, predict the reactants needed to synthesize it. The reactants are: [Cl:1][C:2]1[CH:3]=[C:4]([CH:6]=[CH:7][C:8]=1[O:9][C:10]1[CH:15]=[CH:14][CH:13]=[C:12]([O:16][CH2:17][CH2:18][CH:19]([CH3:21])[CH3:20])[CH:11]=1)[NH2:5].C([O:26][C:27](=O)[NH:28][CH2:29][CH2:30][N:31]1[C:39]2[C:38](Cl)=[N:37][CH:36]=[N:35][C:34]=2[CH:33]=[CH:32]1)(C)(C)C.Cl.C(OCC)(=O)C.[CH3:49][S:50]([CH2:53]C(O)=O)(=[O:52])=[O:51].Cl.C(N=C=NCCCN(C)C)C.ON1C2C=CC=CC=2N=N1. (4) Given the product [F:22][C:21]1[CH:20]=[C:19]2[C:14]([CH2:15][CH2:16][C:17](=[O:24])[N:18]2[CH3:23])=[CH:13][C:12]=1[C:8]1[CH:7]=[C:6]([O:5][CH2:4][CH2:3][NH:2][S:27]([CH2:25][CH3:26])(=[O:29])=[O:28])[CH:11]=[N:10][CH:9]=1, predict the reactants needed to synthesize it. The reactants are: Cl.[NH2:2][CH2:3][CH2:4][O:5][C:6]1[CH:7]=[C:8]([C:12]2[CH:13]=[C:14]3[C:19](=[CH:20][C:21]=2[F:22])[N:18]([CH3:23])[C:17](=[O:24])[CH2:16][CH2:15]3)[CH:9]=[N:10][CH:11]=1.[CH2:25]([S:27](Cl)(=[O:29])=[O:28])[CH3:26].